Dataset: Forward reaction prediction with 1.9M reactions from USPTO patents (1976-2016). Task: Predict the product of the given reaction. (1) Given the reactants Br[C:2]1[CH:3]=[CH:4][C:5]2[CH:9]=[C:8]([C:10]3[CH:15]=[CH:14][N:13]=[C:12]([NH:16][CH2:17][CH2:18][CH2:19][N:20]4[CH2:25][CH2:24][N:23]([CH3:26])[CH2:22][CH2:21]4)[N:11]=3)[S:7][C:6]=2[CH:27]=1.[NH:28]1[C:36]2[C:31](=[CH:32][CH:33]=[CH:34][CH:35]=2)[C:30]([CH2:37][C:38]([NH2:40])=[O:39])=[CH:29]1.CC1(C)C2C(=C(P(C3C=CC=CC=3)C3C=CC=CC=3)C=CC=2)OC2C(P(C3C=CC=CC=3)C3C=CC=CC=3)=CC=CC1=2.C(=O)([O-])[O-].[Cs+].[Cs+], predict the reaction product. The product is: [NH:28]1[C:36]2[C:31](=[CH:32][CH:33]=[CH:34][CH:35]=2)[C:30]([CH2:37][C:38]([NH:40][C:2]2[CH:3]=[CH:4][C:5]3[CH:9]=[C:8]([C:10]4[CH:15]=[CH:14][N:13]=[C:12]([NH:16][CH2:17][CH2:18][CH2:19][N:20]5[CH2:25][CH2:24][N:23]([CH3:26])[CH2:22][CH2:21]5)[N:11]=4)[S:7][C:6]=3[CH:27]=2)=[O:39])=[CH:29]1. (2) Given the reactants [CH3:1][O:2][C:3]1[C:12]2[C:7](=[CH:8][CH:9]=[CH:10][CH:11]=2)[C:6](Br)=[CH:5][CH:4]=1.[CH:14]1[C:23]2[C:18](=[CH:19][CH:20]=[CH:21][CH:22]=2)[CH:17]=[CH:16][C:15]=1B(O)O.C(=O)([O-])[O-].[K+].[K+].O, predict the reaction product. The product is: [CH3:1][O:2][C:3]1[C:12]2[C:7](=[CH:8][CH:9]=[CH:10][CH:11]=2)[C:6]([C:16]2[CH:15]=[CH:14][C:23]3[C:18](=[CH:19][CH:20]=[CH:21][CH:22]=3)[CH:17]=2)=[CH:5][CH:4]=1.